From a dataset of NCI-60 drug combinations with 297,098 pairs across 59 cell lines. Regression. Given two drug SMILES strings and cell line genomic features, predict the synergy score measuring deviation from expected non-interaction effect. (1) Cell line: MCF7. Drug 2: CC1C(C(CC(O1)OC2CC(CC3=C2C(=C4C(=C3O)C(=O)C5=C(C4=O)C(=CC=C5)OC)O)(C(=O)CO)O)N)O.Cl. Synergy scores: CSS=38.7, Synergy_ZIP=-7.79, Synergy_Bliss=-3.21, Synergy_Loewe=-1.15, Synergy_HSA=0.804. Drug 1: C1=CC=C(C=C1)NC(=O)CCCCCCC(=O)NO. (2) Drug 1: C1CCN(CC1)CCOC2=CC=C(C=C2)C(=O)C3=C(SC4=C3C=CC(=C4)O)C5=CC=C(C=C5)O. Drug 2: C1=NC2=C(N=C(N=C2N1C3C(C(C(O3)CO)O)O)F)N. Cell line: HCT-15. Synergy scores: CSS=-3.97, Synergy_ZIP=1.07, Synergy_Bliss=-0.798, Synergy_Loewe=-5.97, Synergy_HSA=-5.13. (3) Drug 1: CC(C)(C#N)C1=CC(=CC(=C1)CN2C=NC=N2)C(C)(C)C#N. Drug 2: CN(CCCl)CCCl.Cl. Cell line: KM12. Synergy scores: CSS=15.4, Synergy_ZIP=-8.92, Synergy_Bliss=-0.437, Synergy_Loewe=-0.687, Synergy_HSA=-0.342. (4) Drug 1: CC1=C2C(C(=O)C3(C(CC4C(C3C(C(C2(C)C)(CC1OC(=O)C(C(C5=CC=CC=C5)NC(=O)OC(C)(C)C)O)O)OC(=O)C6=CC=CC=C6)(CO4)OC(=O)C)OC)C)OC. Drug 2: C(CN)CNCCSP(=O)(O)O. Cell line: SN12C. Synergy scores: CSS=55.3, Synergy_ZIP=14.7, Synergy_Bliss=14.9, Synergy_Loewe=-16.1, Synergy_HSA=14.1. (5) Drug 1: C1=NNC2=C1C(=O)NC=N2. Drug 2: COC1=C2C(=CC3=C1OC=C3)C=CC(=O)O2. Cell line: SNB-19. Synergy scores: CSS=-2.90, Synergy_ZIP=1.92, Synergy_Bliss=0.00265, Synergy_Loewe=-2.45, Synergy_HSA=-4.21. (6) Drug 1: CC1CCC2CC(C(=CC=CC=CC(CC(C(=O)C(C(C(=CC(C(=O)CC(OC(=O)C3CCCCN3C(=O)C(=O)C1(O2)O)C(C)CC4CCC(C(C4)OC)OCCO)C)C)O)OC)C)C)C)OC. Drug 2: CC12CCC3C(C1CCC2O)C(CC4=C3C=CC(=C4)O)CCCCCCCCCS(=O)CCCC(C(F)(F)F)(F)F. Cell line: M14. Synergy scores: CSS=1.25, Synergy_ZIP=-1.99, Synergy_Bliss=-4.12, Synergy_Loewe=-13.7, Synergy_HSA=-7.79.